From a dataset of CYP1A2 inhibition data for predicting drug metabolism from PubChem BioAssay. Regression/Classification. Given a drug SMILES string, predict its absorption, distribution, metabolism, or excretion properties. Task type varies by dataset: regression for continuous measurements (e.g., permeability, clearance, half-life) or binary classification for categorical outcomes (e.g., BBB penetration, CYP inhibition). Dataset: cyp1a2_veith. (1) The molecule is c1cn(-c2cc(-c3ccc4c(c3)OCO4)ncn2)cn1. The result is 1 (inhibitor). (2) The compound is Cn1nnnc1SCC1=C(C(=O)[O-])N2C(=O)[C@@H](NC(=O)[C@@H](O)c3ccccc3)[C@@H]2SC1.[Na+]. The result is 0 (non-inhibitor). (3) The result is 0 (non-inhibitor). The molecule is CS(=O)(=O)N(CC(=O)Nc1cccc(F)c1)c1cccc([N+](=O)[O-])c1. (4) The compound is Cc1ccc(Nc2c([N+](=O)[O-])ccc3c2=NC2(CCCCC2)N=3)cc1. The result is 1 (inhibitor). (5) The drug is O=c1[nH]c(=O)n([C@@H]2C[C@H](O)[C@H](CO)O2)cc1I. The result is 0 (non-inhibitor). (6) The compound is COC(=O)[C@H]1C[C@@H]1[C@H](NC(=O)c1ccccc1)c1ccccc1. The result is 1 (inhibitor).